The task is: Predict the product of the given reaction.. This data is from Forward reaction prediction with 1.9M reactions from USPTO patents (1976-2016). (1) Given the reactants C(OC([N:8]1[C:16]2[C:11](=[CH:12][CH:13]=[C:14]([Cl:17])[CH:15]=2)/[C:10](=[CH:18]/[C:19]2[CH:24]=[C:23]([Cl:25])[CH:22]=[CH:21][C:20]=2[O:26][C:27]([C:32]([O:34][CH3:35])=[O:33])([CH2:30][CH3:31])[CH2:28][CH3:29])/[C:9]1=[O:36])=O)(C)(C)C.[F:37][C:38]1[CH:39]=[CH:40][C:41]([CH3:53])=[C:42]([CH:44]=[N:45][C:46]([O:48][Si](C)(C)C)=[CH2:47])[CH:43]=1, predict the reaction product. The product is: [Cl:17][C:14]1[CH:15]=[C:16]2[NH:8][C:9](=[O:36])[C:10]3([CH:18]([C:19]4[CH:24]=[C:23]([Cl:25])[CH:22]=[CH:21][C:20]=4[O:26][C:27]([CH2:28][CH3:29])([C:32]([O:34][CH3:35])=[O:33])[CH2:30][CH3:31])[CH2:47][C:46](=[O:48])[NH:45][CH:44]3[C:42]3[CH:43]=[C:38]([F:37])[CH:39]=[CH:40][C:41]=3[CH3:53])[C:11]2=[CH:12][CH:13]=1. (2) Given the reactants [OH:1][C:2]1[CH:10]=[CH:9][CH:8]=[C:7]2[C:3]=1[CH:4]=[CH:5][NH:6]2.[CH3:11][CH:12](O)[CH3:13], predict the reaction product. The product is: [CH:12]([O:1][C:2]1[CH:10]=[CH:9][CH:8]=[C:7]2[C:3]=1[CH:4]=[CH:5][NH:6]2)([CH3:13])[CH3:11].